Dataset: Peptide-MHC class I binding affinity with 185,985 pairs from IEDB/IMGT. Task: Regression. Given a peptide amino acid sequence and an MHC pseudo amino acid sequence, predict their binding affinity value. This is MHC class I binding data. (1) The peptide sequence is YMGLVKKAK. The MHC is HLA-A26:02 with pseudo-sequence HLA-A26:02. The binding affinity (normalized) is 0.0847. (2) The peptide sequence is FAPDRVGAL. The MHC is BoLA-AW10 with pseudo-sequence BoLA-AW10. The binding affinity (normalized) is 0.459. (3) The binding affinity (normalized) is 0.0945. The peptide sequence is QNPTMLYNK. The MHC is HLA-A68:01 with pseudo-sequence HLA-A68:01. (4) The peptide sequence is SLSHDFTLV. The MHC is HLA-A02:01 with pseudo-sequence HLA-A02:01. The binding affinity (normalized) is 0.766.